The task is: Predict the reactants needed to synthesize the given product.. This data is from Full USPTO retrosynthesis dataset with 1.9M reactions from patents (1976-2016). (1) The reactants are: [C:1]([O:5][C:6]([N:8]1[CH2:13][CH2:12][CH:11]([NH2:14])[CH2:10][CH2:9]1)=[O:7])([CH3:4])([CH3:3])[CH3:2].F[C:16]1[CH:23]=[CH:22][C:19]([C:20]#[N:21])=[C:18]([C:24]([F:27])([F:26])[F:25])[CH:17]=1.C(=O)([O-])[O-].[K+].[K+].O. Given the product [C:1]([O:5][C:6]([N:8]1[CH2:13][CH2:12][CH:11]([NH:14][C:16]2[CH:23]=[CH:22][C:19]([C:20]#[N:21])=[C:18]([C:24]([F:25])([F:26])[F:27])[CH:17]=2)[CH2:10][CH2:9]1)=[O:7])([CH3:4])([CH3:2])[CH3:3], predict the reactants needed to synthesize it. (2) Given the product [NH:1]1[C:5]2[CH:6]=[CH:7][C:8]([N:10]3[CH:14]([C:13]4[CH:16]=[C:17]([F:21])[CH:18]=[C:19]([F:20])[C:12]=4[F:11])[C:27]([C:28]4[CH:29]=[CH:30][CH:31]=[CH:32][CH:33]=4)=[C:26]([OH:34])[C:25]3=[O:24])=[CH:9][C:4]=2[N:3]=[CH:2]1, predict the reactants needed to synthesize it. The reactants are: [NH:1]1[C:5]2[CH:6]=[CH:7][C:8]([NH2:10])=[CH:9][C:4]=2[N:3]=[CH:2]1.[F:11][C:12]1[C:19]([F:20])=[CH:18][C:17]([F:21])=[CH:16][C:13]=1[CH:14]=O.C([O:24][C:25](=O)[C:26](=[O:34])[CH2:27][C:28]1[CH:33]=[CH:32][CH:31]=[CH:30][CH:29]=1)C. (3) Given the product [F:1][C:2]([F:17])([C:7]1[CH:12]=[CH:11][CH:10]=[C:9]([O:13][CH2:14][CH2:15][OH:16])[CH:8]=1)[C:3]([OH:5])=[O:4], predict the reactants needed to synthesize it. The reactants are: [F:1][C:2]([F:17])([C:7]1[CH:12]=[CH:11][CH:10]=[C:9]([O:13][CH2:14][CH2:15][OH:16])[CH:8]=1)[C:3]([O:5]C)=[O:4].O1CCCC1.O.O.[OH-].[Li+].